From a dataset of Peptide-MHC class II binding affinity with 134,281 pairs from IEDB. Regression. Given a peptide amino acid sequence and an MHC pseudo amino acid sequence, predict their binding affinity value. This is MHC class II binding data. (1) The peptide sequence is VPEDPEDSALLE. The MHC is HLA-DQA10501-DQB10301 with pseudo-sequence HLA-DQA10501-DQB10301. The binding affinity (normalized) is 0. (2) The peptide sequence is AARLFKAFILDGDKL. The MHC is HLA-DQA10301-DQB10302 with pseudo-sequence HLA-DQA10301-DQB10302. The binding affinity (normalized) is 0.370.